Dataset: Full USPTO retrosynthesis dataset with 1.9M reactions from patents (1976-2016). Task: Predict the reactants needed to synthesize the given product. The reactants are: [CH2:1]([OH:7])[CH2:2][O:3][CH2:4][CH2:5][OH:6].[H-].[Na+].[Cl-].[CH3:11][SiH:12]([CH3:17])[C:13]([CH3:16])([CH3:15])[CH3:14]. Given the product [CH3:14][C:13]([Si:12]([CH3:17])([CH3:11])[O:7][CH2:1][CH2:2][O:3][CH2:4][CH2:5][OH:6])([CH3:16])[CH3:15], predict the reactants needed to synthesize it.